Task: Regression. Given a peptide amino acid sequence and an MHC pseudo amino acid sequence, predict their binding affinity value. This is MHC class II binding data.. Dataset: Peptide-MHC class II binding affinity with 134,281 pairs from IEDB The peptide sequence is HAPAAPANPGLI. The MHC is DRB1_0301 with pseudo-sequence DRB1_0301. The binding affinity (normalized) is 0.